From a dataset of NCI-60 drug combinations with 297,098 pairs across 59 cell lines. Regression. Given two drug SMILES strings and cell line genomic features, predict the synergy score measuring deviation from expected non-interaction effect. (1) Drug 1: CC(C)NC(=O)C1=CC=C(C=C1)CNNC.Cl. Drug 2: C(CN)CNCCSP(=O)(O)O. Cell line: MDA-MB-231. Synergy scores: CSS=8.53, Synergy_ZIP=2.85, Synergy_Bliss=1.61, Synergy_Loewe=-0.384, Synergy_HSA=-1.87. (2) Drug 1: C1=CC(=CC=C1CCCC(=O)O)N(CCCl)CCCl. Drug 2: C(=O)(N)NO. Cell line: OVCAR-5. Synergy scores: CSS=7.00, Synergy_ZIP=-5.48, Synergy_Bliss=-3.15, Synergy_Loewe=-17.2, Synergy_HSA=-4.48. (3) Drug 1: COC1=C(C=C2C(=C1)N=CN=C2NC3=CC(=C(C=C3)F)Cl)OCCCN4CCOCC4. Drug 2: C1=NNC2=C1C(=O)NC=N2. Cell line: NCI-H460. Synergy scores: CSS=24.8, Synergy_ZIP=-7.53, Synergy_Bliss=2.83, Synergy_Loewe=-8.87, Synergy_HSA=2.68. (4) Drug 1: CC(C)NC(=O)C1=CC=C(C=C1)CNNC.Cl. Drug 2: C(CCl)NC(=O)N(CCCl)N=O. Cell line: SNB-75. Synergy scores: CSS=2.02, Synergy_ZIP=7.20, Synergy_Bliss=-0.0101, Synergy_Loewe=0.100, Synergy_HSA=0.513. (5) Drug 1: CC1=CC2C(CCC3(C2CCC3(C(=O)C)OC(=O)C)C)C4(C1=CC(=O)CC4)C. Drug 2: CS(=O)(=O)CCNCC1=CC=C(O1)C2=CC3=C(C=C2)N=CN=C3NC4=CC(=C(C=C4)OCC5=CC(=CC=C5)F)Cl. Cell line: HL-60(TB). Synergy scores: CSS=3.68, Synergy_ZIP=8.09, Synergy_Bliss=12.1, Synergy_Loewe=2.41, Synergy_HSA=3.29. (6) Drug 1: C1CC(C1)(C(=O)O)C(=O)O.[NH2-].[NH2-].[Pt+2]. Drug 2: CC1=C(C=C(C=C1)NC(=O)C2=CC=C(C=C2)CN3CCN(CC3)C)NC4=NC=CC(=N4)C5=CN=CC=C5. Cell line: BT-549. Synergy scores: CSS=4.46, Synergy_ZIP=-0.939, Synergy_Bliss=-1.58, Synergy_Loewe=-2.97, Synergy_HSA=-3.20.